From a dataset of Full USPTO retrosynthesis dataset with 1.9M reactions from patents (1976-2016). Predict the reactants needed to synthesize the given product. (1) Given the product [CH3:7][N:8]([C:10]([N:19]=[N:18][C:12]([N:22]([CH3:23])[CH3:20])=[O:17])=[O:11])[CH3:9], predict the reactants needed to synthesize it. The reactants are: C(Cl)(=O)C(Cl)=O.[CH3:7][N:8]([CH:10]=[O:11])[CH3:9].[C:12]([NH:18][NH2:19])(=[O:17])C(C)(C)C.[CH2:20]([N:22](CC)[CH2:23]C)C. (2) Given the product [C:38]1([O:37][C:35]([N:15]2[CH2:14][CH2:13][N:12]3[C:17]([C:18]4[CH:23]=[CH:22][CH:21]=[CH:20][CH:19]=4)=[C:9]([Cl:8])[C:10]([C:24](=[O:25])[NH2:26])=[C:11]3[CH2:16]2)=[O:36])[CH:43]=[CH:42][CH:41]=[CH:40][CH:39]=1, predict the reactants needed to synthesize it. The reactants are: FC(F)(F)C(O)=O.[Cl:8][C:9]1[C:10]([C:24]([NH2:26])=[O:25])=[C:11]2[CH2:16][NH:15][CH2:14][CH2:13][N:12]2[C:17]=1[C:18]1[CH:23]=[CH:22][CH:21]=[CH:20][CH:19]=1.C(N(CC)CC)C.Cl[C:35]([O:37][C:38]1[CH:43]=[CH:42][CH:41]=[CH:40][CH:39]=1)=[O:36]. (3) Given the product [O:1]=[C:2]1[CH2:11][CH2:10][CH2:9][C:8]2[C:7]([C:12]3[CH:19]=[CH:18][C:15]([C:16]([NH2:17])=[O:29])=[C:14]([NH:20][CH:21]4[CH2:22][CH2:23][O:24][CH2:25][CH2:26]4)[CH:13]=3)=[CH:6][CH:5]=[CH:4][C:3]1=2, predict the reactants needed to synthesize it. The reactants are: [O:1]=[C:2]1[CH2:11][CH2:10][CH2:9][C:8]2[C:7]([C:12]3[CH:19]=[CH:18][C:15]([C:16]#[N:17])=[C:14]([NH:20][CH:21]4[CH2:26][CH2:25][O:24][CH2:23][CH2:22]4)[CH:13]=3)=[CH:6][CH:5]=[CH:4][C:3]1=2.C([OH:29])C.CS(C)=O. (4) Given the product [CH2:13]([O:12][C:10]([NH:9][C@@H:4]([CH2:5][CH:6]([F:7])[F:8])[C:3]([OH:20])=[O:2])=[O:11])[C:14]1[CH:15]=[CH:16][CH:17]=[CH:18][CH:19]=1, predict the reactants needed to synthesize it. The reactants are: C[O:2][C:3](=[O:20])[C@@H:4]([NH:9][C:10]([O:12][CH2:13][C:14]1[CH:19]=[CH:18][CH:17]=[CH:16][CH:15]=1)=[O:11])[CH2:5][CH:6]([F:8])[F:7].[Li+].[OH-]. (5) Given the product [Cl:1][C:2]1[C:11]2[C:6](=[CH:7][CH:8]=[CH:9][CH:10]=2)[CH:5]=[C:4]([CH3:12])[C:3]=1[O:13][S:16]([C:15]([F:28])([F:27])[F:14])(=[O:18])=[O:17], predict the reactants needed to synthesize it. The reactants are: [Cl:1][C:2]1[C:11]2[C:6](=[CH:7][CH:8]=[CH:9][CH:10]=2)[CH:5]=[C:4]([CH3:12])[C:3]=1[OH:13].[F:14][C:15]([F:28])([F:27])[S:16](O[S:16]([C:15]([F:28])([F:27])[F:14])(=[O:18])=[O:17])(=[O:18])=[O:17].N1C(C)=CC=CC=1C. (6) The reactants are: [CH3:1][O:2][C:3]1[C:11]2[N:10]=[C:9]([C:12]([F:15])([F:14])[F:13])[NH:8][C:7]=2[C:6]([C:16](=O)[CH2:17][CH2:18][C:19]([OH:21])=O)=[CH:5][CH:4]=1.O.[NH2:24][NH2:25]. Given the product [CH3:1][O:2][C:3]1[C:11]2[N:10]=[C:9]([C:12]([F:13])([F:15])[F:14])[NH:8][C:7]=2[C:6]([C:16]2[CH2:17][CH2:18][C:19](=[O:21])[NH:24][N:25]=2)=[CH:5][CH:4]=1, predict the reactants needed to synthesize it. (7) Given the product [C:11]([O:15][C:16]([N:18]1[CH2:23][CH2:22][N:21]([C:35]([O:37][CH2:38][C:39]2[CH:44]=[CH:43][CH:42]=[CH:41][CH:40]=2)=[O:36])[CH2:20][C@H:19]1[C:24]([O:26][CH2:27][CH3:28])=[O:25])=[O:17])([CH3:14])([CH3:13])[CH3:12], predict the reactants needed to synthesize it. The reactants are: C(O)(=O)[C@H]([C@@H](C(O)=O)O)O.[C:11]([O:15][C:16]([N:18]1[CH2:23][CH2:22][NH:21][CH2:20][C@H:19]1[C:24]([O:26][CH2:27][CH3:28])=[O:25])=[O:17])([CH3:14])([CH3:13])[CH3:12].C(=O)(O)[O-].[Na+].Cl[C:35]([O:37][CH2:38][C:39]1[CH:44]=[CH:43][CH:42]=[CH:41][CH:40]=1)=[O:36].[Cl-].[Na+].